From a dataset of Forward reaction prediction with 1.9M reactions from USPTO patents (1976-2016). Predict the product of the given reaction. (1) Given the reactants FC(F)(F)C(O)=O.[C:8]([C:10]1[CH:11]=[C:12]([CH:35]=[CH:36][CH:37]=1)[C:13]([NH:15][C:16]1[CH:28]=[C:27]([C:29]2[CH:34]=[CH:33][CH:32]=[CH:31][CH:30]=2)[CH:26]=[CH:25][C:17]=1[C:18]([O:20]C(C)(C)C)=[O:19])=[O:14])#[N:9], predict the reaction product. The product is: [C:8]([C:10]1[CH:11]=[C:12]([CH:35]=[CH:36][CH:37]=1)[C:13]([NH:15][C:16]1[CH:28]=[C:27]([C:29]2[CH:30]=[CH:31][CH:32]=[CH:33][CH:34]=2)[CH:26]=[CH:25][C:17]=1[C:18]([OH:20])=[O:19])=[O:14])#[N:9]. (2) Given the reactants S(Cl)(Cl)=O.[F:5][C:6]([F:25])([F:24])[C:7]1[CH:12]=[CH:11][C:10]([C:13]([N:15]2[CH2:20][CH2:19][CH:18]([C:21](O)=[O:22])[CH2:17][CH2:16]2)=[O:14])=[CH:9][CH:8]=1.[NH2:26][C:27]1[CH:28]=[CH:29][C:30]([Cl:33])=[N:31][CH:32]=1.C(N(CC)CC)C, predict the reaction product. The product is: [Cl:33][C:30]1[N:31]=[CH:32][C:27]([NH:26][C:21]([CH:18]2[CH2:19][CH2:20][N:15]([C:13]([C:10]3[CH:11]=[CH:12][C:7]([C:6]([F:25])([F:24])[F:5])=[CH:8][CH:9]=3)=[O:14])[CH2:16][CH2:17]2)=[O:22])=[CH:28][CH:29]=1.